Dataset: Full USPTO retrosynthesis dataset with 1.9M reactions from patents (1976-2016). Task: Predict the reactants needed to synthesize the given product. (1) The reactants are: Br[C:2]1[C:3]([O:25][CH3:26])=[C:4]([C:9]2[N:13]=[C:12]([C:14]3[CH:15]=[C:16]([Cl:24])[C:17]([O:20][CH:21]([CH3:23])[CH3:22])=[N:18][CH:19]=3)[O:11][N:10]=2)[CH:5]=[C:6]([F:8])[CH:7]=1.C(P(C(C)(C)C)C(C)(C)C)(C)(C)C.C(=O)([O-])[O-].[Cs+].[Cs+].Br[Zn][CH2:48][CH2:49][C:50]([O:52][CH2:53][CH3:54])=[O:51]. Given the product [Cl:24][C:16]1[CH:15]=[C:14]([C:12]2[O:11][N:10]=[C:9]([C:4]3[C:3]([O:25][CH3:26])=[C:2]([CH2:48][CH2:49][C:50]([O:52][CH2:53][CH3:54])=[O:51])[CH:7]=[C:6]([F:8])[CH:5]=3)[N:13]=2)[CH:19]=[N:18][C:17]=1[O:20][CH:21]([CH3:23])[CH3:22], predict the reactants needed to synthesize it. (2) Given the product [CH2:1]([C:3]1[O:4][C:5]2[C:11]([F:12])=[CH:10][CH:9]=[CH:8][C:6]=2[C:7]=1[C:21]([C:20]1[CH:24]=[CH:25][C:17]([O:16][CH3:15])=[CH:18][CH:19]=1)=[O:22])[CH3:2], predict the reactants needed to synthesize it. The reactants are: [CH2:1]([C:3]1[O:4][C:5]2[C:11]([F:12])=[CH:10][CH:9]=[CH:8][C:6]=2[CH:7]=1)[CH3:2].N#N.[CH3:15][O:16][C:17]1[CH:25]=[CH:24][C:20]([C:21](Cl)=[O:22])=[CH:19][CH:18]=1.[Sn](Cl)(Cl)(Cl)Cl. (3) Given the product [CH3:1][O:2][C:3]([CH:5]1[CH2:10][CH2:9][CH2:8][CH2:7][CH:6]1[C:14]([CH3:16])([N+:11]([O-:13])=[O:12])[CH3:15])=[O:4], predict the reactants needed to synthesize it. The reactants are: [CH3:1][O:2][C:3]([C:5]1[CH2:10][CH2:9][CH2:8][CH2:7][CH:6]=1)=[O:4].[N+:11]([CH:14]([CH3:16])[CH3:15])([O-:13])=[O:12].[F-].C([N+](CCCC)(CCCC)CCCC)CCC.C1COCC1. (4) The reactants are: [C:1]([C:3]1[CH:8]=[CH:7][CH:6]=[CH:5][C:4]=1[C:9]1[CH:14]=[CH:13][C:12]([CH2:15][CH:16]([C:22](=O)[CH2:23][CH2:24][CH3:25])[C:17](OCC)=[O:18])=[CH:11][CH:10]=1)#[N:2].[CH3:27][O:28][CH2:29][CH:30]([NH:32][C:33]1[NH:37][C:36]([CH3:38])=[N:35][N:34]=1)[CH3:31]. Given the product [CH3:27][O:28][CH2:29][CH:30]([N:32]1[C:17](=[O:18])[C:16]([CH2:15][C:12]2[CH:13]=[CH:14][C:9]([C:4]3[C:3]([C:1]#[N:2])=[CH:8][CH:7]=[CH:6][CH:5]=3)=[CH:10][CH:11]=2)=[C:22]([CH2:23][CH2:24][CH3:25])[N:34]2[N:35]=[C:36]([CH3:38])[N:37]=[C:33]12)[CH3:31], predict the reactants needed to synthesize it. (5) Given the product [CH2:3]([O:10][C:11](=[O:19])[NH:12][C@H:13]1[CH2:17][CH2:16][N:15]([CH2:22][C:21]#[CH:20])[C:14]1=[O:18])[C:4]1[CH:5]=[CH:6][CH:7]=[CH:8][CH:9]=1, predict the reactants needed to synthesize it. The reactants are: [H-].[Na+].[CH2:3]([O:10][C:11](=[O:19])[NH:12][C@H:13]1[CH2:17][CH2:16][NH:15][C:14]1=[O:18])[C:4]1[CH:9]=[CH:8][CH:7]=[CH:6][CH:5]=1.[CH2:20](Br)[C:21]#[CH:22]. (6) Given the product [NH2:23][C@H:8]([CH2:9][C:10]1[CH:15]=[CH:14][C:13]([C:16]2[CH:21]=[CH:20][CH:19]=[C:18]([Cl:22])[CH:17]=2)=[CH:12][CH:11]=1)[CH2:7][C@@H:6]([OH:24])[C:5]([OH:25])=[O:4], predict the reactants needed to synthesize it. The reactants are: Cl.C([O:4][C:5](=[O:25])[C@H:6]([OH:24])[CH2:7][C@H:8]([NH2:23])[CH2:9][C:10]1[CH:15]=[CH:14][C:13]([C:16]2[CH:21]=[CH:20][CH:19]=[C:18]([Cl:22])[CH:17]=2)=[CH:12][CH:11]=1)C. (7) Given the product [N+:8]([C:6]1[CH:7]=[N:2][C:3]2[CH2:17][CH2:16][S:15][CH2:20][C:4]=2[CH:5]=1)([O-:10])=[O:9], predict the reactants needed to synthesize it. The reactants are: C[N:2]1[CH:7]=[C:6]([N+:8]([O-:10])=[O:9])[CH:5]=[C:4]([N+]([O-])=O)[C:3]1=O.[S:15]1[CH2:20]CC(=O)[CH2:17][CH2:16]1.N.